Dataset: Reaction yield outcomes from USPTO patents with 853,638 reactions. Task: Predict the reaction yield, written as a fraction of the theoretical maximum amount of product (1.0 means a 100% yield; for example, 0.34 means a 34% yield). (1) The reactants are [S:1]1[C:5]2[CH:6]=[CH:7][CH:8]=[CH:9][C:4]=2[N:3]=[C:2]1[C:10]1[C:14]([C:15]2[CH:20]=[CH:19][C:18]([N+:21]([O-])=O)=[CH:17][CH:16]=2)=[N:13][NH:12][C:11]=1[NH2:24].O.NN. The catalyst is C(O)C.[Ni]. The product is [NH2:21][C:18]1[CH:17]=[CH:16][C:15]([C:14]2[C:10]([C:2]3[S:1][C:5]4[CH:6]=[CH:7][CH:8]=[CH:9][C:4]=4[N:3]=3)=[C:11]([NH2:24])[NH:12][N:13]=2)=[CH:20][CH:19]=1. The yield is 0.250. (2) The reactants are Cl[C:2]1[C:7]([CH:8]=[O:9])=[C:6]([N:10]2[C:22](=[O:23])[C:14]3[CH:15]=[C:16]4[N:21]([C:13]=3[CH:12]=[N:11]2)[CH2:20][CH2:19][CH2:18][CH2:17]4)[N:5]=[CH:4][CH:3]=1.[CH3:24][N:25]1[CH:30]=[C:29](B2OC(C)(C)C(C)(C)O2)[CH:28]=[C:27]([NH:40][C:41]2[CH:46]=[CH:45][C:44]([N:47]3[CH2:52][CH2:51][N:50]([CH:53]4[CH2:56][O:55][CH2:54]4)[CH2:49][C@@H:48]3[CH3:57])=[CH:43][N:42]=2)[C:26]1=[O:58].C([O-])(=O)C.[Na+].[O-]P([O-])([O-])=O.[K+].[K+].[K+]. The catalyst is C1C=CC(P(C2C=CC=CC=2)[C-]2C=CC=C2)=CC=1.C1C=CC(P(C2C=CC=CC=2)[C-]2C=CC=C2)=CC=1.Cl[Pd]Cl.[Fe+2].O.C(#N)C. The product is [CH3:24][N:25]1[C:26](=[O:58])[C:27]([NH:40][C:41]2[CH:46]=[CH:45][C:44]([N:47]3[CH2:52][CH2:51][N:50]([CH:53]4[CH2:54][O:55][CH2:56]4)[CH2:49][C@@H:48]3[CH3:57])=[CH:43][N:42]=2)=[CH:28][C:29]([C:2]2[C:7]([CH:8]=[O:9])=[C:6]([N:10]3[C:22](=[O:23])[C:14]4[CH:15]=[C:16]5[N:21]([C:13]=4[CH:12]=[N:11]3)[CH2:20][CH2:19][CH2:18][CH2:17]5)[N:5]=[CH:4][CH:3]=2)=[CH:30]1. The yield is 0.530. (3) The reactants are [CH2:1]1[C:10]2[C:5](=CC=C[CH:9]=2)[CH:4]=[CH:3][CH2:2]1.F[C:12](F)(F)[C:13](=[O:15])[CH3:14].OO.C(#[N:22])C. The catalyst is C(=O)([O-])[O-].[K+].[K+]. The product is [NH4+:22].[OH-:15].[NH2:22][C@@H:12]1[C:5]2[C:10](=[CH:1][CH:2]=[CH:3][CH:4]=2)[CH2:9][CH2:14][C@H:13]1[OH:15]. The yield is 0.00500.